From a dataset of Forward reaction prediction with 1.9M reactions from USPTO patents (1976-2016). Predict the product of the given reaction. (1) Given the reactants [NH2:1][C:2]1[CH:23]=[CH:22][C:5]([O:6][C:7]2[CH:8]=[CH:9][C:10]3[N:11]([CH:13]=[C:14]([NH:16][C:17]([CH:19]4[CH2:21][CH2:20]4)=[O:18])[N:15]=3)[CH:12]=2)=[C:4]([F:24])[CH:3]=1.[F:25][C:26]1[CH:31]=[CH:30][C:29]([N:32]2[CH:37]=[CH:36][CH:35]=[C:34]([C:38](O)=[O:39])[C:33]2=[O:41])=[C:28]([CH3:42])[CH:27]=1.C(N(CC)C(C)C)(C)C.CN(C(ON1N=NC2C=CC=NC1=2)=[N+](C)C)C.F[P-](F)(F)(F)(F)F.C(=O)([O-])O.[Na+], predict the reaction product. The product is: [CH:19]1([C:17]([NH:16][C:14]2[N:15]=[C:10]3[CH:9]=[CH:8][C:7]([O:6][C:5]4[CH:22]=[CH:23][C:2]([NH:1][C:38]([C:34]5[C:33](=[O:41])[N:32]([C:29]6[CH:30]=[CH:31][C:26]([F:25])=[CH:27][C:28]=6[CH3:42])[CH:37]=[CH:36][CH:35]=5)=[O:39])=[CH:3][C:4]=4[F:24])=[CH:12][N:11]3[CH:13]=2)=[O:18])[CH2:21][CH2:20]1. (2) Given the reactants [N:1]1([C:10]2[C:19]3[C:14](=[CH:15][CH:16]=[C:17]([C:20]4[CH:21]=[C:22]5[CH:28]=[CH:27][N:26]([Si](C(C)C)(C(C)C)C(C)C)[C:23]5=[N:24][CH:25]=4)[CH:18]=3)[N:13]=[CH:12][N:11]=2)[C:9]2[C:4](=[CH:5][CH:6]=[CH:7][CH:8]=2)[CH2:3][CH2:2]1.[F-].[Cs+], predict the reaction product. The product is: [N:1]1([C:10]2[C:19]3[C:14](=[CH:15][CH:16]=[C:17]([C:20]4[CH:21]=[C:22]5[CH:28]=[CH:27][NH:26][C:23]5=[N:24][CH:25]=4)[CH:18]=3)[N:13]=[CH:12][N:11]=2)[C:9]2[C:4](=[CH:5][CH:6]=[CH:7][CH:8]=2)[CH2:3][CH2:2]1. (3) Given the reactants [CH3:1][O:2][C:3]([C:5]1[C:6]([OH:29])=[C:7]2[C:12](=[C:13](Br)[N:14]=1)[N:11]([C:16]1[CH:21]=[CH:20][CH:19]=[CH:18][CH:17]=1)[C:10](=[O:22])[C:9]([C:23]1[CH:28]=[CH:27][CH:26]=[CH:25][CH:24]=1)=[CH:8]2)=[O:4].C([Sn](CCCC)(CCCC)[C:35]1[CH:40]=[CH:39][N:38]=[CH:37][CH:36]=1)CCC.CCOC(C)=O.Cl, predict the reaction product. The product is: [CH3:1][O:2][C:3]([C:5]1[C:6]([OH:29])=[C:7]2[C:12](=[C:13]([C:35]3[CH:40]=[CH:39][N:38]=[CH:37][CH:36]=3)[N:14]=1)[N:11]([C:16]1[CH:21]=[CH:20][CH:19]=[CH:18][CH:17]=1)[C:10](=[O:22])[C:9]([C:23]1[CH:28]=[CH:27][CH:26]=[CH:25][CH:24]=1)=[CH:8]2)=[O:4].